This data is from NCI-60 drug combinations with 297,098 pairs across 59 cell lines. The task is: Regression. Given two drug SMILES strings and cell line genomic features, predict the synergy score measuring deviation from expected non-interaction effect. (1) Drug 1: C1=CC=C(C(=C1)C(C2=CC=C(C=C2)Cl)C(Cl)Cl)Cl. Drug 2: C1C(C(OC1N2C=NC(=NC2=O)N)CO)O. Cell line: SW-620. Synergy scores: CSS=14.9, Synergy_ZIP=-4.48, Synergy_Bliss=0.714, Synergy_Loewe=-12.4, Synergy_HSA=1.04. (2) Drug 1: CC12CCC(CC1=CCC3C2CCC4(C3CC=C4C5=CN=CC=C5)C)O. Drug 2: C1=CC(=CC=C1CCC2=CNC3=C2C(=O)NC(=N3)N)C(=O)NC(CCC(=O)O)C(=O)O. Cell line: MCF7. Synergy scores: CSS=36.3, Synergy_ZIP=-0.420, Synergy_Bliss=0.955, Synergy_Loewe=-5.77, Synergy_HSA=3.81. (3) Drug 1: CCCCCOC(=O)NC1=NC(=O)N(C=C1F)C2C(C(C(O2)C)O)O. Drug 2: C1=CC=C(C(=C1)C(C2=CC=C(C=C2)Cl)C(Cl)Cl)Cl. Cell line: HS 578T. Synergy scores: CSS=-0.579, Synergy_ZIP=12.3, Synergy_Bliss=11.6, Synergy_Loewe=7.58, Synergy_HSA=7.87. (4) Drug 1: C1CC(=O)NC(=O)C1N2CC3=C(C2=O)C=CC=C3N. Drug 2: CC1=C2C(C(=O)C3(C(CC4C(C3C(C(C2(C)C)(CC1OC(=O)C(C(C5=CC=CC=C5)NC(=O)C6=CC=CC=C6)O)O)OC(=O)C7=CC=CC=C7)(CO4)OC(=O)C)O)C)OC(=O)C. Cell line: ACHN. Synergy scores: CSS=11.2, Synergy_ZIP=-5.84, Synergy_Bliss=-4.52, Synergy_Loewe=-12.5, Synergy_HSA=-3.26. (5) Drug 1: CC12CCC(CC1=CCC3C2CCC4(C3CC=C4C5=CN=CC=C5)C)O. Drug 2: CC1C(C(CC(O1)OC2CC(CC3=C2C(=C4C(=C3O)C(=O)C5=CC=CC=C5C4=O)O)(C(=O)C)O)N)O. Cell line: CCRF-CEM. Synergy scores: CSS=39.2, Synergy_ZIP=-1.27, Synergy_Bliss=-1.35, Synergy_Loewe=-9.60, Synergy_HSA=0.0590. (6) Drug 1: C1=CC(=CC=C1CCCC(=O)O)N(CCCl)CCCl. Drug 2: CC1CCC2CC(C(=CC=CC=CC(CC(C(=O)C(C(C(=CC(C(=O)CC(OC(=O)C3CCCCN3C(=O)C(=O)C1(O2)O)C(C)CC4CCC(C(C4)OC)O)C)C)O)OC)C)C)C)OC. Cell line: HT29. Synergy scores: CSS=27.5, Synergy_ZIP=-12.7, Synergy_Bliss=-6.95, Synergy_Loewe=-9.74, Synergy_HSA=-2.12. (7) Drug 1: C1=CC(=C2C(=C1NCCNCCO)C(=O)C3=C(C=CC(=C3C2=O)O)O)NCCNCCO. Drug 2: C(CN)CNCCSP(=O)(O)O. Cell line: HCT-15. Synergy scores: CSS=61.6, Synergy_ZIP=2.62, Synergy_Bliss=5.03, Synergy_Loewe=-64.6, Synergy_HSA=4.52. (8) Drug 1: C1=NC2=C(N1)C(=S)N=CN2. Drug 2: CN(C(=O)NC(C=O)C(C(C(CO)O)O)O)N=O. Cell line: ACHN. Synergy scores: CSS=3.84, Synergy_ZIP=-1.92, Synergy_Bliss=4.18, Synergy_Loewe=-20.6, Synergy_HSA=-3.21. (9) Drug 1: C1=C(C(=O)NC(=O)N1)F. Drug 2: CC1=C2C(C(=O)C3(C(CC4C(C3C(C(C2(C)C)(CC1OC(=O)C(C(C5=CC=CC=C5)NC(=O)OC(C)(C)C)O)O)OC(=O)C6=CC=CC=C6)(CO4)OC(=O)C)O)C)O. Cell line: IGROV1. Synergy scores: CSS=44.6, Synergy_ZIP=1.50, Synergy_Bliss=2.19, Synergy_Loewe=0.962, Synergy_HSA=5.93.